From a dataset of Human liver microsome stability data. Regression/Classification. Given a drug SMILES string, predict its absorption, distribution, metabolism, or excretion properties. Task type varies by dataset: regression for continuous measurements (e.g., permeability, clearance, half-life) or binary classification for categorical outcomes (e.g., BBB penetration, CYP inhibition). Dataset: hlm. (1) The drug is COc1cc2c(N3CCN(C(=O)Nc4ccc(OC(C)C)cc4)CC3)ncnc2cc1OCCCN1CCCCC1C. The result is 0 (unstable in human liver microsomes). (2) The molecule is CC#C[C@@H](Cc1nn[nH]n1)c1ccc(OCc2ccc3scc(-c4ccccc4C)c3c2)cc1. The result is 1 (stable in human liver microsomes). (3) The drug is CON=C(N)c1ccc(-c2cncc(-c3ccc(C(N)=NOC)nc3)n2)cn1. The result is 1 (stable in human liver microsomes). (4) The result is 1 (stable in human liver microsomes). The molecule is O=S(=O)(Nc1cccc(CO)c1)c1ccc(-c2ccccc2)cc1. (5) The molecule is CNC(=O)c1ccc(-c2cc(-c3ccc(S(C)(=O)=O)cc3)cnc2N)cc1. The result is 0 (unstable in human liver microsomes).